This data is from Full USPTO retrosynthesis dataset with 1.9M reactions from patents (1976-2016). The task is: Predict the reactants needed to synthesize the given product. The reactants are: [CH3:1][C:2]1[NH:3][C:4]2[C:9]([C:10]=1[CH3:11])=[CH:8][C:7]([C:12]([O:14]CC)=O)=[CH:6][CH:5]=2.[H-].[Na+].Br[CH2:20][C:21]1[CH:26]=[CH:25][CH:24]=[CH:23][C:22]=1[F:27].C(=O)(O)[O-].[Na+].Cl.[NH2:34][C:35]([NH2:37])=[NH:36]. Given the product [NH2:36][C:35]([NH2:37])=[N:34][C:12]([C:7]1[CH:8]=[C:9]2[C:4](=[CH:5][CH:6]=1)[N:3]([CH2:20][C:21]1[CH:26]=[CH:25][CH:24]=[CH:23][C:22]=1[F:27])[C:2]([CH3:1])=[C:10]2[CH3:11])=[O:14], predict the reactants needed to synthesize it.